From a dataset of Catalyst prediction with 721,799 reactions and 888 catalyst types from USPTO. Predict which catalyst facilitates the given reaction. (1) Reactant: Br[CH2:2][C:3]1[CH:19]=[CH:18][C:6]([C:7]([C:9]2[CH:14]=[CH:13][C:12]([N+:15]([O-:17])=[O:16])=[CH:11][CH:10]=2)=[O:8])=[CH:5][CH:4]=1.C(=O)([O-])[O-:21].[Ca+2]. Product: [OH:21][CH2:2][C:3]1[CH:19]=[CH:18][C:6]([C:7]([C:9]2[CH:14]=[CH:13][C:12]([N+:15]([O-:17])=[O:16])=[CH:11][CH:10]=2)=[O:8])=[CH:5][CH:4]=1. The catalyst class is: 744. (2) Reactant: [Br:1][C:2]1[CH:7]=[CH:6][C:5]([C:8]2[N:9]=[C:10]([N:13]3[CH2:17][CH2:16][NH:15][C:14]3=[O:18])[S:11][CH:12]=2)=[CH:4][CH:3]=1.[H-].[Na+].[CH3:21]I. Product: [Br:1][C:2]1[CH:7]=[CH:6][C:5]([C:8]2[N:9]=[C:10]([N:13]3[CH2:17][CH2:16][N:15]([CH3:21])[C:14]3=[O:18])[S:11][CH:12]=2)=[CH:4][CH:3]=1. The catalyst class is: 7. (3) Reactant: [F:1][C:2]1[CH:3]=[CH:4][C:5]([N+:11]([O-:13])=[O:12])=[C:6]([CH:10]=1)[C:7]([OH:9])=O.O.ON1C2C=CC=CC=2N=N1.Cl.CN(C)CCCN=C=NCC.[NH2:37][CH2:38][C:39]([NH:41][CH:42]([CH3:44])[CH3:43])=[O:40]. Product: [F:1][C:2]1[CH:3]=[CH:4][C:5]([N+:11]([O-:13])=[O:12])=[C:6]([CH:10]=1)[C:7]([NH:37][CH2:38][C:39](=[O:40])[NH:41][CH:42]([CH3:44])[CH3:43])=[O:9]. The catalyst class is: 3. (4) Reactant: [Cl:1][C:2]1[CH:9]=[CH:8][CH:7]=[C:6]([Cl:10])[C:3]=1[CH:4]=O.Cl.[NH2:12][OH:13].[OH-].[Na+].C(=O)C1C=CC=CC=1. Product: [Cl:1][C:2]1[CH:9]=[CH:8][CH:7]=[C:6]([Cl:10])[C:3]=1[CH:4]=[N:12][OH:13]. The catalyst class is: 72. (5) Reactant: C(OC(=O)[NH:7][CH2:8][CH2:9][C:10]1[CH:15]=[CH:14][C:13]([C:16]#[N:17])=[CH:12][CH:11]=1)(C)(C)C.FC(F)(F)C(O)=O.C(OCC)(=O)C. Product: [NH2:7][CH2:8][CH2:9][C:10]1[CH:15]=[CH:14][C:13]([C:16]#[N:17])=[CH:12][CH:11]=1. The catalyst class is: 4. (6) Reactant: [NH:1]1[CH:5]=[CH:4][C:3]([C:6]2[CH:11]=[CH:10][CH:9]=[CH:8][N:7]=2)=[CH:2]1.[Br:12][C:13]1[CH:18]=[C:17](F)[CH:16]=[C:15]([F:20])[CH:14]=1.C(=O)([O-])[O-].[K+].[K+]. Product: [Br:12][C:13]1[CH:18]=[C:17]([N:1]2[CH:5]=[CH:4][C:3]([C:6]3[CH:11]=[CH:10][CH:9]=[CH:8][N:7]=3)=[CH:2]2)[CH:16]=[C:15]([F:20])[CH:14]=1. The catalyst class is: 31. (7) Reactant: Br[C:2]1[CH:7]=[CH:6][C:5]([CH2:8][C:9]([C:11]2[N:12]([S:21]([N:24]([CH3:26])[CH3:25])(=[O:23])=[O:22])[CH:13]=[C:14]([CH2:16][C:17]([CH3:20])([CH3:19])[CH3:18])[N:15]=2)=[O:10])=[CH:4][CH:3]=1.[NH:27]1[CH:31]=[CH:30][CH:29]=[N:28]1.C(=O)([O-])[O-].[K+].[K+].CN(C)[C@@H]1CCCC[C@H]1N. Product: [CH3:18][C:17]([CH3:20])([CH3:19])[CH2:16][C:14]1[N:15]=[C:11]([C:9](=[O:10])[CH2:8][C:5]2[CH:6]=[CH:7][C:2]([N:27]3[CH:31]=[CH:30][CH:29]=[N:28]3)=[CH:3][CH:4]=2)[N:12]([S:21]([N:24]([CH3:26])[CH3:25])(=[O:23])=[O:22])[CH:13]=1. The catalyst class is: 432. (8) Reactant: [F:1][C:2]1[N:3]=[C:4]([C:22]2[CH:23]=[N:24][CH:25]=[C:26]([F:28])[CH:27]=2)[S:5][C:6]=1[N:7](C(OC(C)(C)C)=O)[C:8]([O:10][C:11]([CH3:14])([CH3:13])[CH3:12])=[O:9].FC(F)(F)C(O)=O. Product: [C:11]([O:10][C:8](=[O:9])[NH:7][C:6]1[S:5][C:4]([C:22]2[CH:23]=[N:24][CH:25]=[C:26]([F:28])[CH:27]=2)=[N:3][C:2]=1[F:1])([CH3:14])([CH3:12])[CH3:13]. The catalyst class is: 4. (9) Reactant: [CH:1]1([CH2:6][N:7]([CH2:20][CH3:21])[C:8]2[CH:15]=[CH:14][C:13]([C:16]([F:19])([F:18])[F:17])=[CH:12][C:9]=2[CH:10]=O)[CH2:5][CH2:4][CH2:3][CH2:2]1.[CH3:22][S:23][CH2:24][CH2:25][O:26][C:27]1[CH:28]=[N:29][C:30]([NH2:33])=[N:31][CH:32]=1.C(O)(=O)C.C(O[BH-](OC(=O)C)OC(=O)C)(=O)C.[Na+]. Product: [CH:1]1([CH2:6][N:7]([CH2:20][CH3:21])[C:8]2[CH:15]=[CH:14][C:13]([C:16]([F:17])([F:18])[F:19])=[CH:12][C:9]=2[CH2:10][NH:33][C:30]2[N:29]=[CH:28][C:27]([O:26][CH2:25][CH2:24][S:23][CH3:22])=[CH:32][N:31]=2)[CH2:2][CH2:3][CH2:4][CH2:5]1. The catalyst class is: 93. (10) Reactant: [F:1][CH:2]([F:21])[O:3][C:4]1[N:8]([CH3:9])[N:7]=[C:6]([C:10]([F:13])([F:12])[F:11])[C:5]=1[CH2:14][S:15][C:16]1[O:17][CH:18]=[CH:19][N:20]=1.[Br:22]N1C(=O)CCC1=O.O. Product: [Br:22][C:18]1[O:17][C:16]([S:15][CH2:14][C:5]2[C:6]([C:10]([F:12])([F:13])[F:11])=[N:7][N:8]([CH3:9])[C:4]=2[O:3][CH:2]([F:1])[F:21])=[N:20][CH:19]=1. The catalyst class is: 9.